Dataset: Forward reaction prediction with 1.9M reactions from USPTO patents (1976-2016). Task: Predict the product of the given reaction. (1) The product is: [CH2:3]([O:10][C:11]1[CH:26]=[CH:25][C:24]([C:27]2[N:28]=[CH:29][CH:30]=[CH:31][N:32]=2)=[CH:23][C:12]=1[C:13]([OH:15])=[O:14])[C:4]1[CH:5]=[CH:6][CH:7]=[CH:8][CH:9]=1. Given the reactants [OH-].[Na+].[CH2:3]([O:10][C:11]1[CH:26]=[CH:25][C:24]([C:27]2[N:32]=[CH:31][CH:30]=[CH:29][N:28]=2)=[CH:23][C:12]=1[C:13]([O:15]CC1C=CC=CC=1)=[O:14])[C:4]1[CH:9]=[CH:8][CH:7]=[CH:6][CH:5]=1.C1(C)C=CC=CC=1, predict the reaction product. (2) Given the reactants B(Br)(Br)Br.[Cl:5][C:6]1[CH:31]=[C:30]([Cl:32])[CH:29]=[CH:28][C:7]=1[CH2:8][N:9]1[C:13]2[CH:14]=[C:15]([C:19]3[CH:24]=[CH:23][CH:22]=[C:21]([O:25]C)[CH:20]=3)[CH:16]=[C:17]([CH3:18])[C:12]=2[N:11]=[C:10]1[CH3:27], predict the reaction product. The product is: [Cl:5][C:6]1[CH:31]=[C:30]([Cl:32])[CH:29]=[CH:28][C:7]=1[CH2:8][N:9]1[C:13]2[CH:14]=[C:15]([C:19]3[CH:20]=[C:21]([OH:25])[CH:22]=[CH:23][CH:24]=3)[CH:16]=[C:17]([CH3:18])[C:12]=2[N:11]=[C:10]1[CH3:27]. (3) Given the reactants CC(OC([N:8]([CH2:26][CH3:27])[C@@H:9]1[CH2:13][CH2:12][N:11]([C:14]2[C:19]([C:20]([O:22][CH:23]([CH3:25])[CH3:24])=[O:21])=[CH:18][CH:17]=[CH:16][N:15]=2)[CH2:10]1)=O)(C)C.O1CCOCC1.[ClH:34], predict the reaction product. The product is: [ClH:34].[ClH:34].[CH2:26]([NH:8][C@@H:9]1[CH2:13][CH2:12][N:11]([C:14]2[C:19]([C:20]([O:22][CH:23]([CH3:24])[CH3:25])=[O:21])=[CH:18][CH:17]=[CH:16][N:15]=2)[CH2:10]1)[CH3:27].